Dataset: Full USPTO retrosynthesis dataset with 1.9M reactions from patents (1976-2016). Task: Predict the reactants needed to synthesize the given product. Given the product [NH2:1][C:2](=[O:17])[CH:3]([NH:6][C:7](=[O:16])[C:8]1[CH:9]=[C:10]([CH3:15])[N:11]=[C:12]([CH3:14])[CH:13]=1)[C:4]([NH2:5])=[S:19], predict the reactants needed to synthesize it. The reactants are: [NH2:1][C:2](=[O:17])[CH:3]([NH:6][C:7](=[O:16])[C:8]1[CH:13]=[C:12]([CH3:14])[N:11]=[C:10]([CH3:15])[CH:9]=1)[C:4]#[N:5].[H-].[SH2:19].[Na+].Cl.C(NCC)C.O.